The task is: Predict which catalyst facilitates the given reaction.. This data is from Catalyst prediction with 721,799 reactions and 888 catalyst types from USPTO. (1) Reactant: [F:1][C:2]([F:16])([F:15])[C:3]1[CH:14]=[CH:13][C:6]([CH2:7][CH:8]([C:11]#[N:12])[C:9]#[N:10])=[CH:5][CH:4]=1.C(=O)([O-])[O-].[Cs+].[Cs+].FC(F)(F)S(O[CH2:29][C:30]([F:33])([F:32])[F:31])(=O)=O. Product: [F:31][C:30]([F:33])([F:32])[CH2:29][C:8]([CH2:7][C:6]1[CH:5]=[CH:4][C:3]([C:2]([F:15])([F:16])[F:1])=[CH:14][CH:13]=1)([C:11]#[N:12])[C:9]#[N:10]. The catalyst class is: 9. (2) Reactant: C1(OC(=O)[N:9]([C:19]2[CH:24]=[C:23]([O:25][C:26]3[CH:31]=[CH:30][C:29]([NH:32][C:33]([C:35]4([C:38](=[O:47])[NH:39][C:40]5[CH:45]=[CH:44][C:43]([F:46])=[CH:42][CH:41]=5)[CH2:37][CH2:36]4)=[O:34])=[CH:28][C:27]=3[F:48])[CH:22]=[CH:21][N:20]=2)[C:10]([O:12]C2C=CC=CC=2)=O)C=CC=CC=1.[CH3:50][N:51]([CH3:60])[CH2:52][CH2:53][N:54]1[CH2:59][CH2:58][NH:57][CH2:56][CH2:55]1. Product: [CH3:50][N:51]([CH3:60])[CH2:52][CH2:53][N:54]1[CH2:59][CH2:58][N:57]([C:10]([NH:9][C:19]2[CH:24]=[C:23]([O:25][C:26]3[CH:31]=[CH:30][C:29]([NH:32][C:33]([C:35]4([C:38]([NH:39][C:40]5[CH:45]=[CH:44][C:43]([F:46])=[CH:42][CH:41]=5)=[O:47])[CH2:37][CH2:36]4)=[O:34])=[CH:28][C:27]=3[F:48])[CH:22]=[CH:21][N:20]=2)=[O:12])[CH2:56][CH2:55]1. The catalyst class is: 9. (3) Reactant: C([O-])(=O)C.[K+].Cl[C:7]1[C:8]([O:13][C:14]2[CH:23]=[CH:22][C:17]([C:18]([O:20][CH3:21])=[O:19])=[CH:16][CH:15]=2)=[N:9][CH:10]=[CH:11][N:12]=1.CC1(C)C(C)(C)OB([C:32]2[CH2:33][CH2:34][CH2:35][N:36]([C:38]([O:40][C:41]([CH3:44])([CH3:43])[CH3:42])=[O:39])[CH:37]=2)O1. Product: [CH3:21][O:20][C:18]([C:17]1[CH:22]=[CH:23][C:14]([O:13][C:8]2[C:7]([C:34]3[CH2:33][CH2:32][CH2:37][N:36]([C:38]([O:40][C:41]([CH3:44])([CH3:43])[CH3:42])=[O:39])[CH:35]=3)=[N:12][CH:11]=[CH:10][N:9]=2)=[CH:15][CH:16]=1)=[O:19]. The catalyst class is: 23. (4) Reactant: [ClH:1].[C:2]12([CH2:12][OH:13])[CH2:11][CH:6]3[CH2:7][CH:8]([CH2:10][CH:4]([CH2:5]3)[CH2:3]1)[CH2:9]2.[CH2:14]=O.S([O-])([O-])(=O)=O.[Mg+2].[Cl-].[Na+].S(=O)(=O)(O)O. Product: [Cl:1][CH2:14][O:13][CH2:12][C:2]12[CH2:9][CH:8]3[CH2:7][CH:6]([CH2:5][CH:4]([CH2:10]3)[CH2:3]1)[CH2:11]2. The catalyst class is: 4.